From a dataset of Full USPTO retrosynthesis dataset with 1.9M reactions from patents (1976-2016). Predict the reactants needed to synthesize the given product. (1) Given the product [Br:19][C:5]1[C:6]2[C:7](=[CH:8][N:9]([C:11]3[C:16]([Cl:17])=[CH:15][CH:14]=[CH:13][C:12]=3[Cl:18])[N:10]=2)[C:2]([NH2:21])=[N:3][CH:4]=1, predict the reactants needed to synthesize it. The reactants are: Br[C:2]1[C:7]2=[CH:8][N:9]([C:11]3[C:16]([Cl:17])=[CH:15][CH:14]=[CH:13][C:12]=3[Cl:18])[N:10]=[C:6]2[C:5]([Br:19])=[CH:4][N:3]=1.C[N:21]1C(=O)CCC1. (2) Given the product [C:24]([C:28]1[CH:36]=[CH:35][C:31]([C:32]([NH:22][CH:20]([C:10]2[N:9]([C:6]3[CH:5]=[CH:4][C:3]([O:2][CH3:1])=[CH:8][CH:7]=3)[C:18](=[O:19])[C:17]3[C:12](=[CH:13][CH:14]=[CH:15][CH:16]=3)[N:11]=2)[CH3:21])=[O:33])=[C:30]([CH3:37])[CH:29]=1)([CH3:27])([CH3:26])[CH3:25], predict the reactants needed to synthesize it. The reactants are: [CH3:1][O:2][C:3]1[CH:8]=[CH:7][C:6]([N:9]2[C:18](=[O:19])[C:17]3[C:12](=[CH:13][CH:14]=[CH:15][CH:16]=3)[N:11]=[C:10]2[CH:20]([NH:22]C)[CH3:21])=[CH:5][CH:4]=1.[C:24]([C:28]1[CH:36]=[CH:35][C:31]([C:32](Cl)=[O:33])=[CH:30][CH:29]=1)([CH3:27])([CH3:26])[CH3:25].[CH2:37](O)C(N)(CO)CO. (3) Given the product [CH3:1][O:2][C:3]1[CH:4]=[CH:5][C:6]([O:17][CH3:18])=[C:7]([CH:9]([OH:16])[CH2:10][NH:11][C:12]([CH2:14][NH2:15])=[O:13])[CH:8]=1.[ClH:22], predict the reactants needed to synthesize it. The reactants are: [CH3:1][O:2][C:3]1[CH:4]=[CH:5][C:6]([O:17][CH3:18])=[C:7]([CH:9]([OH:16])[CH2:10][NH:11][C:12]([CH2:14][NH2:15])=[O:13])[CH:8]=1.C(O)C.[ClH:22].